Predict the reaction yield, written as a fraction of the theoretical maximum amount of product (1.0 means a 100% yield; for example, 0.34 means a 34% yield). From a dataset of Reaction yield outcomes from USPTO patents with 853,638 reactions. (1) The reactants are [H-].[Na+].[C:3]([O:7][C:8]([NH:10][C:11]([O:13][C:14]([CH3:17])([CH3:16])[CH3:15])=[O:12])=[O:9])([CH3:6])([CH3:5])[CH3:4].[CH:18]1([CH2:24][CH2:25][CH2:26]OS(C2C=CC(C)=CC=2)(=O)=O)[CH2:23][CH2:22][CH:21]=[CH:20][CH2:19]1.C1(C)C=CC=CC=1.C1CCCCC1. The catalyst is CN(C)C=O.O1CCCC1.O. The product is [C:14]([O:13][C:11](=[O:12])[N:10]([CH2:26][CH2:25][CH2:24][CH:18]1[CH2:23][CH2:22][CH:21]=[CH:20][CH2:19]1)[C:8]([O:7][C:3]([CH3:6])([CH3:5])[CH3:4])=[O:9])([CH3:17])([CH3:16])[CH3:15]. The yield is 0.860. (2) The reactants are [Br:1][C:2]1[CH:3]=[CH:4][CH:5]=[C:6]2[C:11]=1[N:10]=[C:9](O)[CH:8]=[C:7]2[NH:13][C:14]1[CH:19]=[CH:18][C:17]([Cl:20])=[C:16]([Cl:21])[CH:15]=1.O=P(Cl)(Cl)[Cl:24]. No catalyst specified. The product is [Br:1][C:2]1[CH:3]=[CH:4][CH:5]=[C:6]2[C:11]=1[N:10]=[C:9]([Cl:24])[CH:8]=[C:7]2[NH:13][C:14]1[CH:19]=[CH:18][C:17]([Cl:20])=[C:16]([Cl:21])[CH:15]=1. The yield is 0.388. (3) The reactants are [NH2:1][C:2]1[N:6]([CH3:7])[C:5](=[O:8])[C:4]([C:16]2[CH:20]=[C:19]([C:21](=[O:24])[CH2:22][CH3:23])[N:18]([CH2:25][CH3:26])[CH:17]=2)([C:9]2[CH:14]=[CH:13][CH:12]=[C:11]([OH:15])[CH:10]=2)[N:3]=1.C([O-])([O-])=O.[Cs+].[Cs+].I[CH2:34][CH2:35][CH3:36]. The catalyst is CN(C=O)C. The product is [NH2:1][C:2]1[N:6]([CH3:7])[C:5](=[O:8])[C:4]([C:16]2[CH:20]=[C:19]([C:21](=[O:24])[CH2:22][CH3:23])[N:18]([CH2:25][CH3:26])[CH:17]=2)([C:9]2[CH:14]=[CH:13][CH:12]=[C:11]([O:15][CH2:34][CH2:35][CH3:36])[CH:10]=2)[N:3]=1. The yield is 0.450. (4) The reactants are [F:1][C:2]1[C:3]([NH:11]CC2C=CC(OC)=CC=2)=[CH:4][C:5]2[S:9][CH:8]=[N:7][C:6]=2[CH:10]=1. The catalyst is C(O)(C(F)(F)F)=O. The product is [F:1][C:2]1[C:3]([NH2:11])=[CH:4][C:5]2[S:9][CH:8]=[N:7][C:6]=2[CH:10]=1. The yield is 0.520. (5) The product is [F:11][C:12]([F:25])([F:26])[C:13]1[CH:14]=[C:15]([CH:18]=[C:19]([C:21]([F:24])([F:22])[F:23])[CH:20]=1)[CH2:16][O:10][C:8]1[CH:7]=[CH:6][C:3]([C:4]#[N:5])=[C:2]([F:1])[CH:9]=1. The reactants are [F:1][C:2]1[CH:9]=[C:8]([OH:10])[CH:7]=[CH:6][C:3]=1[C:4]#[N:5].[F:11][C:12]([F:26])([F:25])[C:13]1[CH:14]=[C:15]([CH:18]=[C:19]([C:21]([F:24])([F:23])[F:22])[CH:20]=1)[CH2:16]Br. The yield is 0.990. No catalyst specified. (6) The reactants are [CH3:1][N:2]1[C:6]([C:7]2[CH:8]=[C:9]([C:13]([OH:15])=O)[S:10][C:11]=2[CH3:12])=[C:5]([CH3:16])[CH:4]=[N:3]1.[NH2:17][C@@H:18]([CH2:31][C:32]1[CH:37]=[CH:36][CH:35]=[C:34]([F:38])[CH:33]=1)[CH2:19][N:20]1[C:28](=[O:29])[C:27]2[C:22](=[CH:23][CH:24]=[CH:25][CH:26]=2)[C:21]1=[O:30].CC(OC(N[C@H](C(O)=O)CC1C=CC=CC=1C(F)(F)F)=O)(C)C.C1CN([P+](Br)(N2CCCC2)N2CCCC2)CC1.F[P-](F)(F)(F)(F)F.CCN(C(C)C)C(C)C. The catalyst is C(Cl)(Cl)Cl. The product is [CH3:1][N:2]1[C:6]([C:7]2[CH:8]=[C:9]([C:13]([NH:17][C@@H:18]([CH2:31][C:32]3[CH:37]=[CH:36][CH:35]=[C:34]([F:38])[CH:33]=3)[CH2:19][N:20]3[C:28](=[O:29])[C:27]4[C:22](=[CH:23][CH:24]=[CH:25][CH:26]=4)[C:21]3=[O:30])=[O:15])[S:10][C:11]=2[CH3:12])=[C:5]([CH3:16])[CH:4]=[N:3]1. The yield is 0.430.